From a dataset of Reaction yield outcomes from USPTO patents with 853,638 reactions. Predict the reaction yield, written as a fraction of the theoretical maximum amount of product (1.0 means a 100% yield; for example, 0.34 means a 34% yield). (1) The yield is 0.0670. The product is [C:23]([C:25]1[C:30]2[N:31]=[C:32]([CH:34]3[CH2:36][CH2:35]3)[O:33][C:29]=2[C:28]([CH2:37][C:38](=[S:10])[N:40]([CH3:42])[CH3:41])=[C:27]([C:43]2[CH:48]=[CH:47][CH:46]=[CH:45][CH:44]=2)[C:26]=1[CH3:49])#[N:24]. The reactants are COC1C=CC(P2(=S)SP(=S)(C3C=CC(OC)=CC=3)[S:10]2)=CC=1.[C:23]([C:25]1[C:30]2[N:31]=[C:32]([CH:34]3[CH2:36][CH2:35]3)[O:33][C:29]=2[C:28]([CH2:37][C:38]([N:40]([CH3:42])[CH3:41])=O)=[C:27]([C:43]2[CH:48]=[CH:47][CH:46]=[CH:45][CH:44]=2)[C:26]=1[CH3:49])#[N:24]. The catalyst is C1(C)C=CC=CC=1. (2) The reactants are [C:1]1([C:11]2[CH:16]=[CH:15][CH:14]=[CH:13][CH:12]=2)[CH:6]=[CH:5][C:4]([CH2:7][C:8]([OH:10])=O)=[CH:3][CH:2]=1.CCN(C(C)C)C(C)C.C1CN([P+](ON2N=NC3C=CC=CC2=3)(N2CCCC2)N2CCCC2)CC1.F[P-](F)(F)(F)(F)F.[F:59][C:60]1[CH:61]=[C:62]([CH:65]=[CH:66][CH:67]=1)[CH2:63][NH2:64].Cl. The catalyst is CN(C=O)C.O. The product is [F:59][C:60]1[CH:61]=[C:62]([CH:65]=[CH:66][CH:67]=1)[CH2:63][NH:64][C:8](=[O:10])[CH2:7][C:4]1[CH:3]=[CH:2][C:1]([C:11]2[CH:16]=[CH:15][CH:14]=[CH:13][CH:12]=2)=[CH:6][CH:5]=1. The yield is 0.330. (3) The yield is 0.430. The catalyst is C(OCC)(=O)C. The product is [CH3:13][C:14]1[CH2:18][CH:17]([CH2:19][O:20][C@H:21]2[CH2:26][CH2:25][C@H:24]([N:27]3[C:32](=[O:33])[C:31]([CH2:34][C:35]4[CH:40]=[CH:39][C:38]([C:41]5[CH:46]=[CH:45][CH:44]=[CH:43][C:42]=5[C:47]5[NH:3][C:4](=[O:7])[O:5][N:48]=5)=[CH:37][CH:36]=4)=[C:30]([CH2:49][CH2:50][CH3:51])[N:29]4[N:52]=[CH:53][N:54]=[C:28]34)[CH2:23][CH2:22]2)[O:16][N:15]=1. The reactants are [Cl-].O[NH3+:3].[C:4](=[O:7])([O-])[OH:5].[Na+].CS(C)=O.[CH3:13][C:14]1[CH2:18][CH:17]([CH2:19][O:20][C@H:21]2[CH2:26][CH2:25][C@H:24]([N:27]3[C:32](=[O:33])[C:31]([CH2:34][C:35]4[CH:40]=[CH:39][C:38]([C:41]5[C:42]([C:47]#[N:48])=[CH:43][CH:44]=[CH:45][CH:46]=5)=[CH:37][CH:36]=4)=[C:30]([CH2:49][CH2:50][CH3:51])[N:29]4[N:52]=[CH:53][N:54]=[C:28]34)[CH2:23][CH2:22]2)[O:16][N:15]=1. (4) The reactants are [H-].[Na+].[C:3]([CH2:5]P(=O)(OCC)OCC)#[N:4].[CH2:14]([NH:16][C:17]1[C:22]([CH:23]=O)=[CH:21][N:20]=[C:19]([NH:25][C:26]2[CH:31]=[CH:30][CH:29]=[CH:28][CH:27]=2)[N:18]=1)[CH3:15]. The catalyst is CN(C)C=O. The product is [CH2:14]([NH:16][C:17]1[C:22]([CH:23]=[CH:5][C:3]#[N:4])=[CH:21][N:20]=[C:19]([NH:25][C:26]2[CH:31]=[CH:30][CH:29]=[CH:28][CH:27]=2)[N:18]=1)[CH3:15]. The yield is 0.430. (5) The reactants are [C:1]([O:4][CH:5]([CH3:9])[C:6](O)=[O:7])(=[O:3])[CH3:2].C(Cl)(=O)C([Cl:13])=O. No catalyst specified. The product is [C:1]([O:4][CH:5]([CH3:9])[C:6]([Cl:13])=[O:7])(=[O:3])[CH3:2]. The yield is 1.00. (6) The reactants are [Cl:1][C:2]1[CH:3]=[C:4]([CH:9]2[CH2:13][N:12]([C:14]([CH:16]3[CH2:21][CH2:20][NH:19][CH2:18][CH2:17]3)=[O:15])[CH2:11][CH:10]2[N:22]([CH3:37])[C:23](=[O:36])[C:24]2[CH:29]=[CH:28][C:27]([O:30][CH3:31])=[C:26]([C:32]([F:35])([F:34])[F:33])[CH:25]=2)[CH:5]=[CH:6][C:7]=1[Cl:8].C(=O)([O-])[O-].[K+].[K+].[CH2:44]([S:46](Cl)(=[O:48])=[O:47])[CH3:45]. The catalyst is CC(C)=O. The product is [Cl:1][C:2]1[CH:3]=[C:4]([CH:9]2[CH2:13][N:12]([C:14]([CH:16]3[CH2:21][CH2:20][N:19]([S:46]([CH2:44][CH3:45])(=[O:48])=[O:47])[CH2:18][CH2:17]3)=[O:15])[CH2:11][CH:10]2[N:22]([CH3:37])[C:23](=[O:36])[C:24]2[CH:29]=[CH:28][C:27]([O:30][CH3:31])=[C:26]([C:32]([F:33])([F:34])[F:35])[CH:25]=2)[CH:5]=[CH:6][C:7]=1[Cl:8]. The yield is 0.760. (7) The reactants are Br[C:2]1[CH:7]=[CH:6][C:5]([CH:8]2[CH2:13][CH2:12][N:11]([C:14](=[O:16])[CH3:15])[CH2:10][CH2:9]2)=[CH:4][CH:3]=1.[CH3:17][O:18][C:19]([C:21]1[C:29]2[C:24](=[CH:25][C:26]([Cl:38])=[C:27](B3OCC(C)(C)CO3)[CH:28]=2)[NH:23][CH:22]=1)=[O:20].C(=O)([O-])[O-].[K+].[K+]. The catalyst is O1CCOCC1.O. The product is [C:14]([N:11]1[CH2:12][CH2:13][CH:8]([C:5]2[CH:6]=[CH:7][C:2]([C:27]3[CH:28]=[C:29]4[C:24](=[CH:25][C:26]=3[Cl:38])[NH:23][CH:22]=[C:21]4[C:19]([O:18][CH3:17])=[O:20])=[CH:3][CH:4]=2)[CH2:9][CH2:10]1)(=[O:16])[CH3:15]. The yield is 0.830. (8) The reactants are [NH2:1][C:2]1[C:11]2[C:6](=[C:7](Br)[CH:8]=[CH:9][CH:10]=2)[N:5]=[N:4][C:3]=1[C:13]([NH:15][CH2:16][CH2:17][CH3:18])=[O:14].[Cl:19][C:20]1[CH:21]=[C:22](B(O)O)[CH:23]=[C:24]([Cl:26])[CH:25]=1. No catalyst specified. The product is [NH2:1][C:2]1[C:11]2[C:6](=[C:7]([C:22]3[CH:21]=[C:20]([Cl:19])[CH:25]=[C:24]([Cl:26])[CH:23]=3)[CH:8]=[CH:9][CH:10]=2)[N:5]=[N:4][C:3]=1[C:13]([NH:15][CH2:16][CH2:17][CH3:18])=[O:14]. The yield is 0.525.